From a dataset of Full USPTO retrosynthesis dataset with 1.9M reactions from patents (1976-2016). Predict the reactants needed to synthesize the given product. (1) Given the product [CH2:1]([C@@:5]1([CH2:36][CH3:37])[NH:11][C@H:10]([C:12]2[CH:13]=[CH:14][CH:15]=[CH:16][CH:17]=2)[C:9]2[CH:18]=[C:19]([O:32][CH3:33])[C:20]([CH2:22][NH:23][CH2:24][C:25]([OH:27])=[O:26])=[CH:21][C:8]=2[S:7](=[O:35])(=[O:34])[CH2:6]1)[CH2:2][CH2:3][CH3:4], predict the reactants needed to synthesize it. The reactants are: [CH2:1]([C@@:5]1([CH2:36][CH3:37])[NH:11][C@H:10]([C:12]2[CH:17]=[CH:16][CH:15]=[CH:14][CH:13]=2)[C:9]2[CH:18]=[C:19]([O:32][CH3:33])[C:20]([CH2:22][NH:23][CH2:24][C:25]([O:27]C(C)(C)C)=[O:26])=[CH:21][C:8]=2[S:7](=[O:35])(=[O:34])[CH2:6]1)[CH2:2][CH2:3][CH3:4].Cl. (2) The reactants are: [Cl:1][C:2]1[CH:37]=[CH:36][C:5]2[CH:6]([CH2:32][CH:33]([CH3:35])[CH3:34])[C:7](=[O:31])[N:8]([CH2:18][C:19]([NH:21][CH:22]([CH2:29][CH3:30])[CH2:23][CH2:24][C:25]([O:27]C)=[O:26])=[O:20])[CH2:9][CH:10]([C:11]3[CH:16]=[CH:15][CH:14]=[CH:13][C:12]=3[Cl:17])[C:4]=2[CH:3]=1.[OH-].[Na+].Cl. Given the product [Cl:1][C:2]1[CH:37]=[CH:36][C:5]2[CH:6]([CH2:32][CH:33]([CH3:34])[CH3:35])[C:7](=[O:31])[N:8]([CH2:18][C:19]([NH:21][CH:22]([CH2:29][CH3:30])[CH2:23][CH2:24][C:25]([OH:27])=[O:26])=[O:20])[CH2:9][CH:10]([C:11]3[CH:16]=[CH:15][CH:14]=[CH:13][C:12]=3[Cl:17])[C:4]=2[CH:3]=1, predict the reactants needed to synthesize it. (3) Given the product [CH3:1][N:2]1[N:6]=[C:5]([C:16]([OH:18])=[O:17])[C:4]([Cl:8])=[N:3]1, predict the reactants needed to synthesize it. The reactants are: [CH3:1][N:2]1[N:6]=[C:5](Br)[C:4]([Cl:8])=[N:3]1.[Cl-].[Li+].C([Mg]Cl)(C)C.[C:16](=[O:18])=[O:17].Cl. (4) Given the product [F:15][C:14]([F:17])([F:16])[C:11]1[CH:12]=[CH:13][C:8]([C:6]2[N:5]=[CH:4][N:3]=[C:2]([O:28][C:21]3[C:22]4[C:27](=[CH:26][CH:25]=[CH:24][CH:23]=4)[CH:18]=[N:19][CH:20]=3)[CH:7]=2)=[CH:9][CH:10]=1, predict the reactants needed to synthesize it. The reactants are: F[C:2]1[CH:7]=[C:6]([C:8]2[CH:13]=[CH:12][C:11]([C:14]([F:17])([F:16])[F:15])=[CH:10][CH:9]=2)[N:5]=[CH:4][N:3]=1.[CH:18]1[C:27]2[C:22](=[CH:23][CH:24]=[CH:25][CH:26]=2)[C:21]([OH:28])=[CH:20][N:19]=1. (5) The reactants are: C([N:8]1[CH2:25][C:12]2([CH2:17][CH2:16][N:15]([C:18]([O:20][C:21]([CH3:24])([CH3:23])[CH3:22])=[O:19])[CH2:14][CH2:13]2)[O:11][CH:10]([C:26]2[CH:31]=[CH:30][CH:29]=[CH:28][CH:27]=2)[CH2:9]1)C1C=CC=CC=1.C([O-])=O.[NH4+]. Given the product [C:26]1([CH:10]2[CH2:9][NH:8][CH2:25][C:12]3([CH2:13][CH2:14][N:15]([C:18]([O:20][C:21]([CH3:24])([CH3:22])[CH3:23])=[O:19])[CH2:16][CH2:17]3)[O:11]2)[CH:27]=[CH:28][CH:29]=[CH:30][CH:31]=1, predict the reactants needed to synthesize it. (6) Given the product [N:32]1[CH:37]=[C:36]([C:2]2[N:7]=[C:6]([CH2:8][O:9][C:10]3[CH:11]=[C:12]4[C:17](=[CH:18][CH:19]=3)[C:16]3=[CH:20][C:21]([O:25][CH2:26][CH:27]5[CH2:31][CH2:30][CH2:29][O:28]5)=[N:22][C:23](=[O:24])[N:15]3[CH2:14][CH2:13]4)[CH:5]=[CH:4][CH:3]=2)[CH:35]=[N:34][CH:33]=1, predict the reactants needed to synthesize it. The reactants are: Br[C:2]1[N:7]=[C:6]([CH2:8][O:9][C:10]2[CH:11]=[C:12]3[C:17](=[CH:18][CH:19]=2)[C:16]2=[CH:20][C:21]([O:25][CH2:26][CH:27]4[CH2:31][CH2:30][CH2:29][O:28]4)=[N:22][C:23](=[O:24])[N:15]2[CH2:14][CH2:13]3)[CH:5]=[CH:4][CH:3]=1.[N:32]1[CH:37]=[C:36](B(O)O)[CH:35]=[N:34][CH:33]=1. (7) The reactants are: C[Si](C)(C)[C:3]#[C:4][C:5]1[C:13]2[O:12][CH2:11][O:10][C:9]=2[C:8]([C:14]#[C:15][Si](C)(C)C)=[CH:7][CH:6]=1.C([O-])([O-])=O.[K+].[K+]. Given the product [C:4]([C:5]1[C:13]2[O:12][CH2:11][O:10][C:9]=2[C:8]([C:14]#[CH:15])=[CH:7][CH:6]=1)#[CH:3], predict the reactants needed to synthesize it. (8) Given the product [Cl:1][C:2]1[C:10]([Cl:11])=[CH:9][CH:8]=[CH:7][C:3]=1[C:4]([NH:20][CH2:19][CH:18]([C:21]1[CH:22]=[CH:23][C:24]([C:27]([F:30])([F:28])[F:29])=[N:25][CH:26]=1)[CH2:17][C:14]1([C:13]([F:12])([F:31])[F:32])[CH2:16][CH2:15]1)=[O:6], predict the reactants needed to synthesize it. The reactants are: [Cl:1][C:2]1[C:10]([Cl:11])=[CH:9][CH:8]=[CH:7][C:3]=1[C:4]([OH:6])=O.[F:12][C:13]([F:32])([F:31])[C:14]1([CH2:17][CH:18]([C:21]2[CH:22]=[CH:23][C:24]([C:27]([F:30])([F:29])[F:28])=[N:25][CH:26]=2)[CH2:19][NH2:20])[CH2:16][CH2:15]1.